Predict the product of the given reaction. From a dataset of Forward reaction prediction with 1.9M reactions from USPTO patents (1976-2016). (1) Given the reactants [C:1]1([S:7]([N:10]2[C:14]3=[N:15][CH:16]=[CH:17][CH:18]=[C:13]3[CH:12]=[CH:11]2)(=[O:9])=[O:8])[CH:6]=[CH:5][CH:4]=[CH:3][CH:2]=1.C([Li])CCC.CCCCCC.[CH3:30][S:31][C:32]1[CH:39]=[CH:38][C:35]([CH:36]=[O:37])=[CH:34][C:33]=1[C:40]([F:43])([F:42])[F:41], predict the reaction product. The product is: [C:1]1([S:7]([N:10]2[C:14]3=[N:15][CH:16]=[CH:17][CH:18]=[C:13]3[CH:12]=[C:11]2[CH:36]([C:35]2[CH:38]=[CH:39][C:32]([S:31][CH3:30])=[C:33]([C:40]([F:43])([F:42])[F:41])[CH:34]=2)[OH:37])(=[O:9])=[O:8])[CH:2]=[CH:3][CH:4]=[CH:5][CH:6]=1. (2) Given the reactants [CH3:1][O:2][C:3]1[CH:21]=[C:20]([O:22][CH3:23])[CH:19]=[CH:18][C:4]=1[CH2:5][N:6]1[C:14](=[O:15])[C:13]2[C:8](=[CH:9][CH:10]=[CH:11][C:12]=2[OH:16])[C:7]1=[O:17].Cl[CH2:25][CH2:26][CH2:27][N:28]1[CH2:33][CH2:32][O:31][CH2:30][CH2:29]1.C(=O)([O-])[O-].[K+].[K+], predict the reaction product. The product is: [CH3:1][O:2][C:3]1[CH:21]=[C:20]([O:22][CH3:23])[CH:19]=[CH:18][C:4]=1[CH2:5][N:6]1[C:14](=[O:15])[C:13]2[C:8](=[CH:9][CH:10]=[CH:11][C:12]=2[O:16][CH2:25][CH2:26][CH2:27][N:28]2[CH2:33][CH2:32][O:31][CH2:30][CH2:29]2)[C:7]1=[O:17]. (3) Given the reactants [Cl:1][C:2]1[CH:7]=[CH:6][C:5]([C:8]2([OH:33])[CH2:13][CH2:12][N:11]([CH2:14][CH2:15][CH:16]=[C:17]3[C:23]4[CH:24]=[CH:25][CH:26]=[CH:27][C:22]=4[CH2:21][O:20][C:19]4[CH:28]=[CH:29][C:30]([OH:32])=[CH:31][C:18]3=4)[CH2:10][CH2:9]2)=[CH:4][CH:3]=1.[H-].[Na+].[CH2:36](I)[CH3:37].O, predict the reaction product. The product is: [Cl:1][C:2]1[CH:7]=[CH:6][C:5]([C:8]2([OH:33])[CH2:9][CH2:10][N:11]([CH2:14][CH2:15][CH:16]=[C:17]3[C:23]4[CH:24]=[CH:25][CH:26]=[CH:27][C:22]=4[CH2:21][O:20][C:19]4[CH:28]=[CH:29][C:30]([O:32][CH2:36][CH3:37])=[CH:31][C:18]3=4)[CH2:12][CH2:13]2)=[CH:4][CH:3]=1. (4) The product is: [N:13]([C@@H:11]([C:7]1[CH:8]=[CH:9][CH:10]=[C:5]([O:4][C:3]([F:14])([F:15])[F:2])[CH:6]=1)[CH3:12])=[C:16]=[O:17]. Given the reactants Cl.[F:2][C:3]([F:15])([F:14])[O:4][C:5]1[CH:6]=[C:7]([C@H:11]([NH2:13])[CH3:12])[CH:8]=[CH:9][CH:10]=1.[C:16]([O-])(O)=[O:17].[Na+].ClC(Cl)(OC(=O)OC(Cl)(Cl)Cl)Cl, predict the reaction product. (5) Given the reactants Cl.[Br:2][C:3]1[C:16]([O:17][CH3:18])=[CH:15][C:14]2[C:5](=[C:6]([O:19][C@H:20]3[CH2:24][NH:23][C@H:22]([C:25]([O:27][CH2:28][CH3:29])=[O:26])[CH2:21]3)[N:7]=[C:8]3[C:13]=2[CH2:12][CH2:11][CH2:10][CH2:9]3)[CH:4]=1.[CH:30]1([C@H:36]([NH:40][C:41]([O:43][CH2:44][C:45]([CH3:50])([CH3:49])[CH2:46][CH:47]=[CH2:48])=[O:42])[C:37](O)=[O:38])[CH2:35][CH2:34][CH2:33][CH2:32][CH2:31]1.CCN(C(C)C)C(C)C.CN(C(ON1N=NC2C=CC=NC1=2)=[N+](C)C)C.F[P-](F)(F)(F)(F)F.C(O)(=O)CC(CC(O)=O)(C(O)=O)O, predict the reaction product. The product is: [Br:2][C:3]1[C:16]([O:17][CH3:18])=[CH:15][C:14]2[C:5](=[C:6]([O:19][C@H:20]3[CH2:24][N:23]([C:37](=[O:38])[C@H:36]([CH:30]4[CH2:35][CH2:34][CH2:33][CH2:32][CH2:31]4)[NH:40][C:41]([O:43][CH2:44][C:45]([CH3:50])([CH3:49])[CH2:46][CH:47]=[CH2:48])=[O:42])[C@H:22]([C:25]([O:27][CH2:28][CH3:29])=[O:26])[CH2:21]3)[N:7]=[C:8]3[C:13]=2[CH2:12][CH2:11][CH2:10][CH2:9]3)[CH:4]=1.